From a dataset of Forward reaction prediction with 1.9M reactions from USPTO patents (1976-2016). Predict the product of the given reaction. The product is: [CH3:8][C:3]1[C:2]([N:12]2[CH2:11][CH2:10][N:9]([C:15]([O:17][C:18]([CH3:21])([CH3:20])[CH3:19])=[O:16])[CH2:14][CH2:13]2)=[CH:7][CH:6]=[CH:5][N:4]=1. Given the reactants Br[C:2]1[C:3]([CH3:8])=[N:4][CH:5]=[CH:6][CH:7]=1.[N:9]1([C:15]([O:17][C:18]([CH3:21])([CH3:20])[CH3:19])=[O:16])[CH2:14][CH2:13][NH:12][CH2:11][CH2:10]1.[Na].CC(O)(C)C, predict the reaction product.